From a dataset of Retrosynthesis with 50K atom-mapped reactions and 10 reaction types from USPTO. Predict the reactants needed to synthesize the given product. (1) Given the product O=C1Cc2c(CCN3C(=O)c4ccccc4C3=O)cccc2N1, predict the reactants needed to synthesize it. The reactants are: O=C1Nc2cccc(CCN3C(=O)c4ccccc4C3=O)c2C1Cl. (2) Given the product CC1CNCCN1Cc1cc(-c2ccccc2Cl)c2c(c1)N(c1c(Cl)cccc1Cl)C(=O)NC2, predict the reactants needed to synthesize it. The reactants are: CC1CN(C(=O)OC(C)(C)C)CCN1Cc1cc(-c2ccccc2Cl)c2c(c1)N(c1c(Cl)cccc1Cl)C(=O)NC2.